From a dataset of Full USPTO retrosynthesis dataset with 1.9M reactions from patents (1976-2016). Predict the reactants needed to synthesize the given product. (1) Given the product [NH2:29][C:28]1[N:27]=[CH:26][N:25]=[C:24]2[N:20]([CH:2]([C:4]3[O:5][C:6](=[O:19])[C:7]4[C:12]([C:13]=3[C:14]3[S:18][CH:17]=[N:16][CH:15]=3)=[CH:11][CH:10]=[CH:9][CH:8]=4)[CH3:3])[N:21]=[CH:22][C:23]=12, predict the reactants needed to synthesize it. The reactants are: Br[CH:2]([C:4]1[O:5][C:6](=[O:19])[C:7]2[C:12]([C:13]=1[C:14]1[S:18][CH:17]=[N:16][CH:15]=1)=[CH:11][CH:10]=[CH:9][CH:8]=2)[CH3:3].[NH:20]1[C:24]2=[N:25][CH:26]=[N:27][C:28]([NH2:29])=[C:23]2[CH:22]=[N:21]1.C([O-])([O-])=O.[K+].[K+]. (2) Given the product [Cl:17][C:2]1[CH:6]=[C:5]([N:7]([CH2:11][CH:12]2[CH2:14][CH2:13]2)[CH2:8][CH2:9][CH3:10])[S:4][C:3]=1[C:15]#[N:19], predict the reactants needed to synthesize it. The reactants are: Br[C:2]1[CH:6]=[C:5]([N:7]([CH2:11][CH:12]2[CH2:14][CH2:13]2)[CH2:8][CH2:9][CH3:10])[S:4][C:3]=1[CH:15]=O.[ClH:17].O[NH3+:19].[OH-].[Na+]. (3) Given the product [CH3:1][O:2][C:3]1[CH:4]=[C:5]2[C:10](=[CH:11][C:12]=1[O:13][CH3:14])[N:9]=[CH:8][CH:7]=[C:6]2[O:15][C:16]1[CH:22]=[CH:21][C:19]([NH:20][C:43](=[O:49])[O:42][CH2:40][CH2:59][CH2:58][S:57][C:52]2[CH:53]=[CH:54][CH:55]=[CH:56][N:51]=2)=[C:18]([CH3:23])[C:17]=1[CH3:24], predict the reactants needed to synthesize it. The reactants are: [CH3:1][O:2][C:3]1[CH:4]=[C:5]2[C:10](=[CH:11][C:12]=1[O:13][CH3:14])[N:9]=[CH:8][CH:7]=[C:6]2[O:15][C:16]1[CH:22]=[CH:21][C:19]([NH2:20])=[C:18]([CH3:23])[C:17]=1[CH3:24].C1(C)C=CC=CC=1.C(N(CC)CC)C.Cl[C:40](Cl)([O:42][C:43](=[O:49])OC(Cl)(Cl)Cl)Cl.[N:51]1[CH:56]=[CH:55][CH:54]=[CH:53][C:52]=1[S:57][CH2:58][CH2:59]CO. (4) The reactants are: C([O:3][C:4]([C:6]1[C:14]2[C:9](=[CH:10][CH:11]=[CH:12][CH:13]=2)[NH:8][C:7]=1[NH2:15])=O)C.C[O-].[Na+].[CH:19]([NH2:21])=O. Given the product [N:15]1[C:7]2[NH:8][C:9]3[C:14]([C:6]=2[C:4](=[O:3])[NH:21][CH:19]=1)=[CH:13][CH:12]=[CH:11][CH:10]=3, predict the reactants needed to synthesize it. (5) Given the product [Br:16][C:13]1[CH:14]=[CH:15][C:10]([CH:9]2[CH2:8][CH2:7][CH:6]([C:22]3[CH:27]=[CH:26][C:25]([Br:28])=[CH:24][CH:23]=3)[N:34]2[C:33]2[CH:35]=[CH:36][C:30]([I:29])=[CH:31][CH:32]=2)=[CH:11][CH:12]=1, predict the reactants needed to synthesize it. The reactants are: CS(O[CH:6]([C:22]1[CH:27]=[CH:26][C:25]([Br:28])=[CH:24][CH:23]=1)[CH2:7][CH2:8][CH:9](OS(C)(=O)=O)[C:10]1[CH:15]=[CH:14][C:13]([Br:16])=[CH:12][CH:11]=1)(=O)=O.[I:29][C:30]1[CH:36]=[CH:35][C:33]([NH2:34])=[CH:32][CH:31]=1.CCOC(C)=O.